This data is from Forward reaction prediction with 1.9M reactions from USPTO patents (1976-2016). The task is: Predict the product of the given reaction. (1) Given the reactants C(OC([C:12]1[NH:16][C:15]([CH3:17])=[C:14]([CH2:18][CH2:19][C:20]([O:22][CH3:23])=[O:21])[C:13]=1[CH3:24])=O)(=O)C1C=CC=CC=1, predict the reaction product. The product is: [CH3:17][C:15]1[NH:16][CH:12]=[C:13]([CH3:24])[C:14]=1[CH2:18][CH2:19][C:20]([O:22][CH3:23])=[O:21]. (2) Given the reactants [CH3:1][NH:2][C:3](=[O:19])[C:4]1[CH:9]=[CH:8][C:7]([NH:10][C:11]2([C:16]#N)[CH2:15][CH2:14][CH2:13][CH2:12]2)=[CH:6][C:5]=1[F:18].[N:20]([C:23]1[CH:30]=[CH:29][C:26]([C:27]#[N:28])=[C:25]([C:31]([F:34])([F:33])[F:32])[CH:24]=1)=[C:21]=[S:22].C[OH:36].Cl, predict the reaction product. The product is: [C:27]([C:26]1[CH:29]=[CH:30][C:23]([N:20]2[C:16](=[O:36])[C:11]3([CH2:15][CH2:14][CH2:13][CH2:12]3)[N:10]([C:7]3[CH:8]=[CH:9][C:4]([C:3]([NH:2][CH3:1])=[O:19])=[C:5]([F:18])[CH:6]=3)[C:21]2=[S:22])=[CH:24][C:25]=1[C:31]([F:32])([F:34])[F:33])#[N:28].